Dataset: Full USPTO retrosynthesis dataset with 1.9M reactions from patents (1976-2016). Task: Predict the reactants needed to synthesize the given product. (1) Given the product [CH3:9][O:8][C:5]1[CH:6]=[CH:7][C:2]([N:14]2[CH2:19][CH2:18][CH2:17][CH2:16][CH2:15]2)=[C:3]([C:10]([F:13])([F:12])[F:11])[CH:4]=1, predict the reactants needed to synthesize it. The reactants are: Br[C:2]1[CH:7]=[CH:6][C:5]([O:8][CH3:9])=[CH:4][C:3]=1[C:10]([F:13])([F:12])[F:11].[NH:14]1[CH2:19][CH2:18][CH2:17][CH2:16][CH2:15]1.[Cl-].C(C1C=CC=C(C(C)C)C=1C1NC=C[N+]=1C1C(C(C)C)=CC=CC=1C(C)C)(C)C. (2) The reactants are: [CH2:1]([C:3]1[N:7]([C:8]2[N:16]=[C:15]3[C:11]([N:12]=[C:13]([C:18](O)=[O:19])[N:14]3[CH3:17])=[C:10]([N:21]3[CH2:26][CH2:25][O:24][CH2:23][CH2:22]3)[N:9]=2)[C:6]2[CH:27]=[CH:28][CH:29]=[CH:30][C:5]=2[N:4]=1)[CH3:2].[CH3:31][S:32]([N:35]1[CH2:40][CH2:39][NH:38][C:37]([CH3:42])([CH3:41])[CH2:36]1)(=[O:34])=[O:33].CN(C(ON1N=NC2C=CC=NC1=2)=[N+](C)C)C.F[P-](F)(F)(F)(F)F.CCN(CC)CC. Given the product [CH3:41][C:37]1([CH3:42])[CH2:36][N:35]([S:32]([CH3:31])(=[O:33])=[O:34])[CH2:40][CH2:39][N:38]1[C:18]([C:13]1[N:14]([CH3:17])[C:15]2[C:11]([N:12]=1)=[C:10]([N:21]1[CH2:22][CH2:23][O:24][CH2:25][CH2:26]1)[N:9]=[C:8]([N:7]1[C:6]3[CH:27]=[CH:28][CH:29]=[CH:30][C:5]=3[N:4]=[C:3]1[CH2:1][CH3:2])[N:16]=2)=[O:19], predict the reactants needed to synthesize it. (3) Given the product [C:10](=[O:11])([O:12][CH:13]1[CH2:14][CH2:15][O:16][CH2:17][CH2:18]1)[O:9][NH:8][S:36]([C:31]1[CH:32]=[CH:33][CH:34]=[CH:35][C:30]=1[S:27]([CH3:26])(=[O:29])=[O:28])(=[O:38])=[O:37], predict the reactants needed to synthesize it. The reactants are: C(OC([NH:8][O:9][C:10]([O:12][CH:13]1[CH2:18][CH2:17][O:16][CH2:15][CH2:14]1)=[O:11])=O)(C)(C)C.C(N(CC)CC)C.[CH3:26][S:27]([C:30]1[CH:35]=[CH:34][CH:33]=[CH:32][C:31]=1[S:36](Cl)(=[O:38])=[O:37])(=[O:29])=[O:28]. (4) Given the product [C:1]([Si:5]([CH3:16])([CH3:17])[O:6][C@@H:7]([CH2:9][C:10]#[CH:11])[CH3:8])([CH3:4])([CH3:2])[CH3:3], predict the reactants needed to synthesize it. The reactants are: [C:1]([Si:5]([CH3:17])([CH3:16])[O:6][C@@H:7]([CH2:9][C:10]#[C:11][Si](C)(C)C)[CH3:8])([CH3:4])([CH3:3])[CH3:2].C(=O)([O-])[O-].[K+].[K+]. (5) Given the product [CH3:35][N:33]1[CH:34]=[C:30]([C:7]2[CH2:12][CH2:11][CH:10]([C:13]([O:15][CH2:16][CH3:17])=[O:14])[CH2:9][CH:8]=2)[CH:31]=[N:32]1, predict the reactants needed to synthesize it. The reactants are: CC1(C)OB([C:7]2[CH2:12][CH2:11][CH:10]([C:13]([O:15][CH2:16][CH3:17])=[O:14])[CH2:9][CH:8]=2)OC1(C)C.P([O-])([O-])([O-])=O.[K+].[K+].[K+].Br[C:30]1[CH:31]=[N:32][N:33]([CH3:35])[CH:34]=1.O1CCOCC1. (6) Given the product [Br:8][C:5]1[CH:6]=[CH:7][C:2]([C:9]2[CH:14]=[CH:13][CH:12]=[CH:11][CH:10]=2)=[N:3][CH:4]=1, predict the reactants needed to synthesize it. The reactants are: Br[C:2]1[CH:7]=[CH:6][C:5]([Br:8])=[CH:4][N:3]=1.[C:9]1(B(O)O)[CH:14]=[CH:13][CH:12]=[CH:11][CH:10]=1.C(=O)([O-])[O-].[Na+].[Na+].C(O)C. (7) Given the product [F:1][C:2]1[CH:7]=[C:6]([B:27]2[O:28][C:29]([CH3:31])([CH3:30])[C:25]([CH3:41])([CH3:24])[O:26]2)[CH:5]=[CH:4][C:3]=1[O:9][C:10]1[CH:15]=[CH:14][CH:13]=[CH:12][CH:11]=1, predict the reactants needed to synthesize it. The reactants are: [F:1][C:2]1[CH:7]=[C:6](I)[CH:5]=[CH:4][C:3]=1[O:9][C:10]1[CH:15]=[CH:14][CH:13]=[CH:12][CH:11]=1.C(Cl)Cl.C([O-])(=O)C.[K+].[CH3:24][C:25]1([CH3:41])[C:29]([CH3:31])([CH3:30])[O:28][B:27]([B:27]2[O:28][C:29]([CH3:31])([CH3:30])[C:25]([CH3:41])([CH3:24])[O:26]2)[O:26]1. (8) The reactants are: [C:1]([C:3]1[CH:8]=[CH:7][C:6]([CH:9]2[CH2:14][CH2:13][N:12]([C:15]([C:17]3[CH:18]=[CH:19][C:20]([CH3:26])=[C:21]([CH:25]=3)[C:22](O)=[O:23])=[O:16])[CH2:11][CH2:10]2)=[CH:5][CH:4]=1)#[N:2].CN(C(ON1N=NC2C=CC=CC1=2)=[N+](C)C)C.F[P-](F)(F)(F)(F)F.[N:51]1([C:56]2[N:61]=[CH:60][C:59]([NH2:62])=[CH:58][CH:57]=2)[CH2:55][CH2:54][CH2:53][CH2:52]1.CCN(C(C)C)C(C)C. Given the product [C:1]([C:3]1[CH:4]=[CH:5][C:6]([CH:9]2[CH2:10][CH2:11][N:12]([C:15]([C:17]3[CH:18]=[CH:19][C:20]([CH3:26])=[C:21]([CH:25]=3)[C:22]([NH:62][C:59]3[CH:60]=[N:61][C:56]([N:51]4[CH2:55][CH2:54][CH2:53][CH2:52]4)=[CH:57][CH:58]=3)=[O:23])=[O:16])[CH2:13][CH2:14]2)=[CH:7][CH:8]=1)#[N:2], predict the reactants needed to synthesize it. (9) Given the product [F:32][C:10]1[CH:11]=[C:12]([C:15]2[N:19]3[N:20]=[C:21]([NH:24][C@H:25]4[CH2:26][CH2:27][C@H:28]([OH:31])[CH2:29][CH2:30]4)[CH:22]=[CH:23][C:18]3=[N:17][CH:16]=2)[CH:13]=[CH:14][C:9]=1[OH:8], predict the reactants needed to synthesize it. The reactants are: C([O:8][C:9]1[CH:14]=[CH:13][C:12]([C:15]2[N:19]3[N:20]=[C:21]([NH:24][C@H:25]4[CH2:30][CH2:29][C@H:28]([OH:31])[CH2:27][CH2:26]4)[CH:22]=[CH:23][C:18]3=[N:17][CH:16]=2)=[CH:11][C:10]=1[F:32])C1C=CC=CC=1.C1CCCCC=1.